Predict the product of the given reaction. From a dataset of Forward reaction prediction with 1.9M reactions from USPTO patents (1976-2016). Given the reactants [H-].[Na+].[Br:3][C:4]1[CH:5]=[C:6]([C:10](=[S:20])[NH:11][C:12]2[C:17]([F:18])=[CH:16][CH:15]=[CH:14][C:13]=2F)[CH:7]=[N:8][CH:9]=1.CN(C=O)C, predict the reaction product. The product is: [Br:3][C:4]1[CH:5]=[C:6]([C:10]2[S:20][C:13]3[CH:14]=[CH:15][CH:16]=[C:17]([F:18])[C:12]=3[N:11]=2)[CH:7]=[N:8][CH:9]=1.